This data is from Peptide-MHC class II binding affinity with 134,281 pairs from IEDB. The task is: Regression. Given a peptide amino acid sequence and an MHC pseudo amino acid sequence, predict their binding affinity value. This is MHC class II binding data. (1) The peptide sequence is IIFILLMLVTPSMTM. The MHC is DRB1_0401 with pseudo-sequence DRB1_0401. The binding affinity (normalized) is 0.521. (2) The peptide sequence is TRRFLPQILAECARRHHHHHH. The MHC is DRB1_0404 with pseudo-sequence DRB1_0404. The binding affinity (normalized) is 0.652. (3) The peptide sequence is GELQIVDKIDAAPKI. The MHC is DRB1_0404 with pseudo-sequence DRB1_0404. The binding affinity (normalized) is 0.700. (4) The peptide sequence is GNGVVALRNAQLVTF. The MHC is HLA-DPA10201-DPB10501 with pseudo-sequence HLA-DPA10201-DPB10501. The binding affinity (normalized) is 0.351.